The task is: Predict which catalyst facilitates the given reaction.. This data is from Catalyst prediction with 721,799 reactions and 888 catalyst types from USPTO. (1) Reactant: C[O:2][C:3](=[O:17])[CH2:4][CH2:5][CH2:6][C:7]1[CH:16]=[CH:15][C:10]2[N:11]=[C:12]([CH3:14])[S:13][C:9]=2[CH:8]=1.[OH-].[Na+].Cl. Product: [CH3:14][C:12]1[S:13][C:9]2[CH:8]=[C:7]([CH2:6][CH2:5][CH2:4][C:3]([OH:17])=[O:2])[CH:16]=[CH:15][C:10]=2[N:11]=1. The catalyst class is: 14. (2) Reactant: [Cl:1][CH:2]=[C:3]([C:15]1[CH:20]=[N:19][CH:18]=[CH:17][N:16]=1)[O:4][Si](C(C)C)(C(C)C)C(C)C.C([O-])(O)=O.[Na+]. Product: [Cl:1][CH2:2][C:3]([C:15]1[CH:20]=[N:19][CH:18]=[CH:17][N:16]=1)=[O:4]. The catalyst class is: 291.